From a dataset of Catalyst prediction with 721,799 reactions and 888 catalyst types from USPTO. Predict which catalyst facilitates the given reaction. (1) Reactant: [CH2:1]([NH2:8])[C:2]1[CH:7]=[CH:6][CH:5]=[CH:4][CH:3]=1.[CH3:9][O:10][C:11]1[CH:18]=[CH:17][C:14]([CH:15]=O)=[CH:13][C:12]=1[O:19][CH3:20].C(O[BH-](OC(=O)C)OC(=O)C)(=O)C.[Na+].C([O-])(O)=O.[Na+]. Product: [CH2:1]([NH:8][CH2:15][C:14]1[CH:17]=[CH:18][C:11]([O:10][CH3:9])=[C:12]([O:19][CH3:20])[CH:13]=1)[C:2]1[CH:7]=[CH:6][CH:5]=[CH:4][CH:3]=1. The catalyst class is: 22. (2) Reactant: Br[C:2]1[CH:7]=[CH:6][N:5]=[C:4]([C:8]([O:10]C)=[O:9])[CH:3]=1.Cl.[NH2:13][C:14]1[CH:15]=[C:16]2[C:29](=[CH:30][CH:31]=1)[CH2:28][C:18]1([C:26]3[C:21](=[N:22][CH:23]=[CH:24][CH:25]=3)[NH:20][C:19]1=[O:27])[CH2:17]2. Product: [O:27]=[C:19]1[NH:20][C:21]2=[N:22][CH:23]=[CH:24][CH:25]=[C:26]2[C:18]21[CH2:17][C:16]1[C:29](=[CH:30][CH:31]=[C:14]([NH:13][C:2]3[CH:7]=[CH:6][N:5]=[C:4]([C:8]([OH:10])=[O:9])[CH:3]=3)[CH:15]=1)[CH2:28]2. The catalyst class is: 41. (3) Reactant: [Br:1][C:2]1[C:10]2[S:9][C:8]([C:11]([OH:13])=O)=[CH:7][C:6]=2[CH:5]=[CH:4][CH:3]=1.[ClH:14].Cl.[NH2:16][C@@H:17]1[CH:22]2[CH2:23][CH2:24][N:19]([CH2:20][CH2:21]2)[CH2:18]1.CN(C(ON1N=NC2C=CC=NC1=2)=[N+](C)C)C.F[P-](F)(F)(F)(F)F.C(N(CC)C(C)C)(C)C. Product: [ClH:14].[N:19]12[CH2:24][CH2:23][CH:22]([CH2:21][CH2:20]1)[CH:17]([NH:16][C:11]([C:8]1[S:9][C:10]3[C:2]([Br:1])=[CH:3][CH:4]=[CH:5][C:6]=3[CH:7]=1)=[O:13])[CH2:18]2. The catalyst class is: 3.